This data is from Reaction yield outcomes from USPTO patents with 853,638 reactions. The task is: Predict the reaction yield, written as a fraction of the theoretical maximum amount of product (1.0 means a 100% yield; for example, 0.34 means a 34% yield). (1) The reactants are C[N+]1([O-])CCOCC1.[Cl:9][C:10]1[CH:15]=[CH:14][C:13]([CH2:16][CH2:17][NH:18][C:19](=[O:21])[CH3:20])=[CH:12][C:11]=1[CH2:22][OH:23]. The catalyst is C(Cl)Cl.[Ru]([O-])(=O)(=O)=O.C([N+](CCC)(CCC)CCC)CC. The product is [Cl:9][C:10]1[CH:15]=[CH:14][C:13]([CH2:16][CH2:17][NH:18][C:19](=[O:21])[CH3:20])=[CH:12][C:11]=1[CH:22]=[O:23]. The yield is 0.500. (2) The reactants are [ClH:1].ClC1NC=C([C@H:8]2[C:16]3[C:11](=[CH:12][CH:13]=[CH:14][CH:15]=3)[CH2:10][NH:9]2)C1.[C:17]([O-:20])([O-])=[O:18].[K+].[K+].BrCCC=C1C2[CH:34]=[CH:35][CH:36]=[N:37][C:32]=2COC2C=CC(C(O)(C)C)=CC1=2. The catalyst is C(#N)C.O. The product is [C:11]([O:20][C:17]([N:37]1[CH2:36][CH2:35][C@@H:34]([N:9]2[CH2:8][C:16]3[C:11](=[CH:12][CH:13]=[C:14]([Cl:1])[CH:15]=3)[CH2:10]2)[CH2:32]1)=[O:18])([CH3:16])([CH3:12])[CH3:10]. The yield is 0.550. (3) The reactants are FC1C=CC(CN)=CC=1.[Cl:10][C:11]1[CH:12]=[C:13]([CH:16]=[CH:17][CH:18]=1)[CH2:14][NH2:15].[CH2:19]([N:26]1[CH2:30][CH2:29][N:28]([C:31]2[S:32][C:33]([C:37](O)=[O:38])=[C:34]([CH3:36])[N:35]=2)[C:27]1=[O:40])[C:20]1[CH:25]=[CH:24][CH:23]=[CH:22][CH:21]=1. No catalyst specified. The product is [CH2:19]([N:26]1[CH2:30][CH2:29][N:28]([C:31]2[S:32][C:33]([C:37]([NH:15][CH2:14][C:13]3[CH:16]=[CH:17][CH:18]=[C:11]([Cl:10])[CH:12]=3)=[O:38])=[C:34]([CH3:36])[N:35]=2)[C:27]1=[O:40])[C:20]1[CH:25]=[CH:24][CH:23]=[CH:22][CH:21]=1. The yield is 0.460. (4) The reactants are [NH2:1][C:2]1[CH:7]=[C:6]([Cl:8])[CH:5]=[CH:4][C:3]=1[SH:9].[C:10]([O:14][C:15](=[O:24])[NH:16][C:17]1[S:18][CH:19]=[C:20]([CH2:22]Cl)[N:21]=1)([CH3:13])([CH3:12])[CH3:11].C([O-])([O-])=O.[K+].[K+]. The catalyst is CN(C=O)C. The product is [C:10]([O:14][C:15](=[O:24])[NH:16][C:17]1[S:18][CH:19]=[C:20]([CH2:22][S:9][C:3]2[CH:4]=[CH:5][C:6]([Cl:8])=[CH:7][C:2]=2[NH2:1])[N:21]=1)([CH3:13])([CH3:12])[CH3:11]. The yield is 0.670. (5) The yield is 0.600. The product is [ClH:1].[Cl:39][C:40]1[CH:45]=[CH:44][CH:43]=[C:42]([F:46])[C:41]=1[CH2:47][CH2:48][NH:49][C:50]1[CH:55]=[C:54]([C:56]2[CH:61]=[CH:60][CH:59]=[C:58]([O:62][CH3:63])[CH:57]=2)[N:53]=[C:52]([O:64][CH3:65])[N:51]=1. The catalyst is CCO.CCOCC.C(#N)C. The reactants are [Cl:1]C1C=C(Cl)C=CC=1CCNC1N=C(OC)N=C(C2C=C(O)C=CC=2)C=1.[N+](C1C=CC(CCN)=CC=1)([O-])=O.[Cl:39][C:40]1[CH:45]=[CH:44][CH:43]=[C:42]([F:46])[C:41]=1[CH2:47][CH2:48][NH:49][C:50]1[CH:55]=[C:54]([C:56]2[CH:61]=[CH:60][CH:59]=[C:58]([O:62][CH3:63])[CH:57]=2)[N:53]=[C:52]([O:64][CH3:65])[N:51]=1.Cl. (6) The reactants are [F:1][C:2]1[C:3]([C:13]([O:15][CH3:16])=[O:14])=[CH:4][NH:5][C:6]=1[C:7]1[CH:12]=[CH:11][CH:10]=[CH:9][CH:8]=1.[H-].[Na+].C1OCCOCCOCCOCCOC1.Cl.[N:35]1[CH:40]=[CH:39][CH:38]=[C:37]([S:41](Cl)(=[O:43])=[O:42])[CH:36]=1. The catalyst is O1CCCC1.O. The product is [F:1][C:2]1[C:3]([C:13]([O:15][CH3:16])=[O:14])=[CH:4][N:5]([S:41]([C:37]2[CH:36]=[N:35][CH:40]=[CH:39][CH:38]=2)(=[O:43])=[O:42])[C:6]=1[C:7]1[CH:12]=[CH:11][CH:10]=[CH:9][CH:8]=1. The yield is 0.730. (7) The reactants are [OH:1][C:2]1[CH:10]=[C:9]([NH:11][S:12]([C:15]2[C:19]([Cl:20])=[C:18]([Cl:21])[S:17][C:16]=2[Cl:22])(=[O:14])=[O:13])[CH:8]=[CH:7][C:3]=1[C:4]([OH:6])=[O:5].[CH2:23]([N:30]1[CH2:34][CH2:33][CH:32](O)[CH2:31]1)[C:24]1[CH:29]=[CH:28][CH:27]=[CH:26][CH:25]=1. The catalyst is CCOC(C)=O. The product is [OH:1][C:2]1[CH:10]=[C:9]([NH:11][S:12]([C:15]2[C:19]([Cl:20])=[C:18]([Cl:21])[S:17][C:16]=2[Cl:22])(=[O:14])=[O:13])[CH:8]=[CH:7][C:3]=1[C:4]([O:6][CH:32]1[CH2:33][CH2:34][N:30]([CH2:23][C:24]2[CH:29]=[CH:28][CH:27]=[CH:26][CH:25]=2)[CH2:31]1)=[O:5]. The yield is 0.170. (8) The reactants are [CH:1]1([NH:7][C:8]([C:10]2[C:11]([S:16][CH2:17][C:18]([C:20]3[CH:25]=[CH:24][CH:23]=[CH:22][CH:21]=3)=[O:19])=[N:12][CH:13]=[CH:14][CH:15]=2)=[O:9])[CH2:6][CH2:5][CH2:4][CH2:3][CH2:2]1.[BH4-].[Na+].O. The catalyst is C(O)C. The product is [CH:1]1([NH:7][C:8]([C:10]2[C:11]([S:16][CH2:17][CH:18]([OH:19])[C:20]3[CH:25]=[CH:24][CH:23]=[CH:22][CH:21]=3)=[N:12][CH:13]=[CH:14][CH:15]=2)=[O:9])[CH2:6][CH2:5][CH2:4][CH2:3][CH2:2]1. The yield is 0.820. (9) The reactants are N(C(OCC)=O)=NC(OCC)=O.[OH:13][CH2:14][CH2:15][CH2:16][N:17]1[CH:21]=[N:20][CH:19]=[N:18]1.[Cl:22][C:23]1[CH:42]=[CH:41][C:26]([NH:27][C:28]2[C:37]3[C:32](=[CH:33][C:34](O)=[C:35]([O:38][CH3:39])[CH:36]=3)[N:31]=[CH:30][N:29]=2)=[C:25]([F:43])[CH:24]=1.C1(P(C2C=CC=CC=2)C2C=CC=CC=2)C=CC=CC=1.Cl. The catalyst is C(Cl)Cl.C(Cl)Cl.CO. The product is [ClH:22].[Cl:22][C:23]1[CH:42]=[CH:41][C:26]([NH:27][C:28]2[C:37]3[C:32](=[CH:33][C:34]([O:13][CH2:14][CH2:15][CH2:16][N:17]4[CH:21]=[N:20][CH:19]=[N:18]4)=[C:35]([O:38][CH3:39])[CH:36]=3)[N:31]=[CH:30][N:29]=2)=[C:25]([F:43])[CH:24]=1. The yield is 0.390. (10) The reactants are [C:1]([C:3]1[N:4]=[C:5]([C:18]2[C:23]([F:24])=[CH:22][CH:21]=[CH:20][C:19]=2[F:25])[O:6][C:7]=1[NH:8][C:9]1[CH:17]=[CH:16][C:12]([C:13]([OH:15])=O)=[CH:11][CH:10]=1)#[N:2].F[P-](F)(F)(F)(F)F.N1(OC(N(C)C)=[N+](C)C)C2N=CC=CC=2N=N1.C(N(C(C)C)CC)(C)C.[NH:59]1[CH2:64][CH2:63][O:62][CH2:61][CH2:60]1. The catalyst is CCOC(C)=O. The product is [F:25][C:19]1[CH:20]=[CH:21][CH:22]=[C:23]([F:24])[C:18]=1[C:5]1[O:6][C:7]([NH:8][C:9]2[CH:17]=[CH:16][C:12]([C:13]([N:59]3[CH2:64][CH2:63][O:62][CH2:61][CH2:60]3)=[O:15])=[CH:11][CH:10]=2)=[C:3]([C:1]#[N:2])[N:4]=1. The yield is 0.370.